From a dataset of CYP2C19 inhibition data for predicting drug metabolism from PubChem BioAssay. Regression/Classification. Given a drug SMILES string, predict its absorption, distribution, metabolism, or excretion properties. Task type varies by dataset: regression for continuous measurements (e.g., permeability, clearance, half-life) or binary classification for categorical outcomes (e.g., BBB penetration, CYP inhibition). Dataset: cyp2c19_veith. (1) The molecule is CCC/C=C(\CCC)C(NS(=O)(=O)c1ccc(C(F)(F)F)cc1)c1ccc(-c2ccccc2)cc1. The result is 1 (inhibitor). (2) The drug is C[C@H]1CC[C@@H]2[C@@H](C)C(=O)O[C@H]3O[C@@]4(C)CC[C@H]1[C@@]32OO4. The result is 0 (non-inhibitor). (3) The drug is COC(=O)[C@H]1[C@@H](OS(=O)(=O)O)CC[C@H]2CN3CCc4c([nH]c5ccccc45)[C@@H]3C[C@H]21. The result is 0 (non-inhibitor). (4) The compound is COC(=O)c1nn(-c2ccc(OC)cc2)c(=O)cc1Oc1cccc(Cl)c1. The result is 1 (inhibitor). (5) The molecule is Cc1cnc(CNc2ncncc2-c2ccccc2C)cn1. The result is 1 (inhibitor). (6) The drug is O=C(O)[C@H]1CCCN(CCC=C(c2ccccc2)c2ccccc2)C1. The result is 0 (non-inhibitor). (7) The drug is CC(NC(=O)c1ccc(N2CCCC2=O)cc1)c1ccccc1. The result is 0 (non-inhibitor). (8) The molecule is CC(Oc1ccccc1)c1ccnn1S(=O)(=O)c1ccccc1. The result is 1 (inhibitor). (9) The compound is O=c1c2ccccc2c2ccccc2c(=O)n1-c1cc2c3ccccc3ccc2c2ccccc12. The result is 1 (inhibitor). (10) The drug is C#CCCCO/N=C1/C[C@@H](O)[C@@H](O)[C@H]2[C@@H]1CC[C@@H]1C(=O)N(Cc3ccc4c(c3)OCO4)C(=O)[C@H]12. The result is 0 (non-inhibitor).